From a dataset of Full USPTO retrosynthesis dataset with 1.9M reactions from patents (1976-2016). Predict the reactants needed to synthesize the given product. The reactants are: Cl[C:2]1[CH:7]=[CH:6][N:5]2[N:8]=[CH:9][C:10]([CH:11]=[O:12])=[C:4]2[N:3]=1.[CH3:13][N:14]1[CH2:20][CH2:19][CH2:18][NH:17][CH2:16][CH2:15]1.ClCCl.O. Given the product [CH3:13][N:14]1[CH2:20][CH2:19][CH2:18][N:17]([C:2]2[CH:7]=[CH:6][N:5]3[N:8]=[CH:9][C:10]([CH:11]=[O:12])=[C:4]3[N:3]=2)[CH2:16][CH2:15]1, predict the reactants needed to synthesize it.